This data is from Reaction yield outcomes from USPTO patents with 853,638 reactions. The task is: Predict the reaction yield, written as a fraction of the theoretical maximum amount of product (1.0 means a 100% yield; for example, 0.34 means a 34% yield). The reactants are O[C:2]1([C:21]2[C:22]([OH:31])=[CH:23][C:24]3[O:28][N:27]=[C:26]([CH3:29])[C:25]=3[CH:30]=2)[C:10]2[C:5](=[CH:6][CH:7]=[CH:8][CH:9]=2)[N:4]([CH2:11][C:12]2[CH:17]=[CH:16][C:15]([O:18][CH3:19])=[CH:14][CH:13]=2)[C:3]1=[O:20].C([SiH](CC)CC)C.FC(F)(F)C(O)=O. The catalyst is ClCCl. The product is [OH:31][C:22]1[C:21]([CH:2]2[C:10]3[C:5](=[CH:6][CH:7]=[CH:8][CH:9]=3)[N:4]([CH2:11][C:12]3[CH:13]=[CH:14][C:15]([O:18][CH3:19])=[CH:16][CH:17]=3)[C:3]2=[O:20])=[CH:30][C:25]2[C:26]([CH3:29])=[N:27][O:28][C:24]=2[CH:23]=1. The yield is 0.930.